From a dataset of Peptide-MHC class II binding affinity with 134,281 pairs from IEDB. Regression. Given a peptide amino acid sequence and an MHC pseudo amino acid sequence, predict their binding affinity value. This is MHC class II binding data. The peptide sequence is GKNVVNVQTKPSLFK. The MHC is HLA-DQA10201-DQB10303 with pseudo-sequence HLA-DQA10201-DQB10303. The binding affinity (normalized) is 0.369.